Predict the product of the given reaction. From a dataset of Forward reaction prediction with 1.9M reactions from USPTO patents (1976-2016). (1) Given the reactants [CH2:1]([O:8][CH2:9][CH:10]1[CH2:15][CH2:14][C:13](=[O:16])[CH2:12][CH2:11]1)[C:2]1[CH:7]=[CH:6][CH:5]=[CH:4][CH:3]=1.C[Si](C)(C)[C:19]#[N:20].[H-].[Al+3].[Li+].[H-].[H-].[H-], predict the reaction product. The product is: [NH2:20][CH2:19][C:13]1([OH:16])[CH2:12][CH2:11][CH:10]([CH2:9][O:8][CH2:1][C:2]2[CH:7]=[CH:6][CH:5]=[CH:4][CH:3]=2)[CH2:15][CH2:14]1. (2) Given the reactants [F:1][C:2]1[CH:10]=[CH:9][C:5]([C:6]([OH:8])=[O:7])=[CH:4][C:3]=1[N+:11]([O-:13])=[O:12].[CH2:14](O)[CH3:15].C1(C)C=CC=CC=1.S(=O)(=O)(O)O, predict the reaction product. The product is: [F:1][C:2]1[CH:10]=[CH:9][C:5]([C:6]([O:8][CH2:14][CH3:15])=[O:7])=[CH:4][C:3]=1[N+:11]([O-:13])=[O:12]. (3) The product is: [C:24]([C:63]1[CH:64]=[CH:65][C:60]2[NH:59][C:16]([C:15]3[CH:14]=[C:13]([CH:20]=[CH:19][CH:18]=3)[O:12][CH2:11][CH2:10][CH2:9][C:8]([N:5]3[CH2:6][CH2:7][N:2]([CH3:1])[CH2:3][CH2:4]3)=[O:21])=[N:57][C:61]=2[CH:62]=1)([CH3:25])([CH3:36])[CH3:22]. Given the reactants [CH3:1][N:2]1[CH2:7][CH2:6][N:5]([C:8](=[O:21])[CH2:9][CH2:10][CH2:11][O:12][C:13]2[CH:14]=[C:15]([CH:18]=[CH:19][CH:20]=2)[CH:16]=O)[CH2:4][CH2:3]1.[CH:22]([C:24]1[CH:25]=C(C=C[CH:36]=1)OCCCC(O)=O)=O.CN1CCNCC1.CN(C)CCCN=C=NCC.O.O[N:57]1[C:61]2[CH:62]=[CH:63][CH:64]=[CH:65][C:60]=2[N:59]=N1, predict the reaction product. (4) Given the reactants [CH3:1][C:2]1[C:9]([N+:10]([O-:12])=[O:11])=[CH:8][CH:7]=[CH:6][C:3]=1[CH2:4]Cl.[N-:13]=[N+:14]=[N-:15].[Na+].C(O)C, predict the reaction product. The product is: [CH3:1][C:2]1[C:9]([N+:10]([O-:12])=[O:11])=[CH:8][CH:7]=[CH:6][C:3]=1[CH2:4][N:13]=[N+:14]=[N-:15].